This data is from Reaction yield outcomes from USPTO patents with 853,638 reactions. The task is: Predict the reaction yield, written as a fraction of the theoretical maximum amount of product (1.0 means a 100% yield; for example, 0.34 means a 34% yield). The reactants are C[O:2][C:3](=O)[CH2:4][C:5]([CH2:10][CH3:11])([CH2:8][CH3:9])[CH2:6][CH3:7].[H-].[H-].[H-].[H-].[Li+].[Al+3]. The catalyst is O1CCCC1. The product is [CH2:6]([C:5]([CH2:10][CH3:11])([CH2:8][CH3:9])[CH2:4][CH2:3][OH:2])[CH3:7]. The yield is 0.900.